Task: Predict the reactants needed to synthesize the given product.. Dataset: Full USPTO retrosynthesis dataset with 1.9M reactions from patents (1976-2016) (1) Given the product [CH3:1][O:2][C:3]([C:5]1[C:9]([NH:10][C:11](=[O:30])[C:12]2[CH:17]=[CH:16][CH:15]=[C:14]([C:18]3[CH:19]=[N:20][NH:21][CH:22]=3)[CH:13]=2)=[CH:8][N:7]([CH:31]2[CH2:36][CH2:35][O:34][CH2:33][CH2:32]2)[N:6]=1)=[O:4], predict the reactants needed to synthesize it. The reactants are: [CH3:1][O:2][C:3]([C:5]1[C:9]([NH:10][C:11](=[O:30])[C:12]2[CH:17]=[CH:16][CH:15]=[C:14]([C:18]3[CH:19]=[N:20][N:21](C(OC(C)(C)C)=O)[CH:22]=3)[CH:13]=2)=[CH:8][N:7]([CH:31]2[CH2:36][CH2:35][O:34][CH2:33][CH2:32]2)[N:6]=1)=[O:4].Cl.C([O-])([O-])=O.[Na+].[Na+]. (2) Given the product [C:8]1([C:14]2[N:19]=[C:18]([CH:20]3[CH2:21][CH2:22][N:23]([CH2:50][CH2:49][S:46]([CH3:45])(=[O:48])=[O:47])[CH2:24][CH2:25]3)[CH:17]=[CH:16][C:15]=2[NH:26][C:27]([C:29]2[NH:30][C:31]([C:34]#[N:35])=[CH:32][N:33]=2)=[O:28])[CH2:13][CH2:12][CH2:11][CH2:10][CH:9]=1, predict the reactants needed to synthesize it. The reactants are: FC(F)(F)C(O)=O.[C:8]1([C:14]2[N:19]=[C:18]([CH:20]3[CH2:25][CH2:24][NH:23][CH2:22][CH2:21]3)[CH:17]=[CH:16][C:15]=2[NH:26][C:27]([C:29]2[NH:30][C:31]([C:34]#[N:35])=[CH:32][N:33]=2)=[O:28])[CH2:13][CH2:12][CH2:11][CH2:10][CH:9]=1.CCN(C(C)C)C(C)C.[CH3:45][S:46]([CH2:49][CH2:50]OS(C)(=O)=O)(=[O:48])=[O:47]. (3) Given the product [C:1]([C:3]1[CH:4]=[CH:5][C:6]([CH2:7][N:8]2[CH2:13][CH2:12][CH:11]([NH:14][C:15]([C:17]3[CH:25]=[CH:24][C:23]4[NH:22][C:21]5[CH2:26][CH2:27][N:28]([S:62]([C:59]6[CH:58]=[CH:57][C:56]([C:55]([F:54])([F:66])[F:67])=[CH:61][CH:60]=6)(=[O:64])=[O:63])[CH2:29][C:20]=5[C:19]=4[CH:18]=3)=[O:16])[CH2:10][CH2:9]2)=[CH:40][CH:41]=1)#[N:2], predict the reactants needed to synthesize it. The reactants are: [C:1]([C:3]1[CH:41]=[CH:40][C:6]([CH2:7][N:8]2[CH2:13][CH2:12][CH:11]([NH:14][C:15]([C:17]3[CH:25]=[CH:24][C:23]4[NH:22][C:21]5[CH2:26][CH2:27][N:28](C(OCC6C=CC=CC=6)=O)[CH2:29][C:20]=5[C:19]=4[CH:18]=3)=[O:16])[CH2:10][CH2:9]2)=[CH:5][CH:4]=1)#[N:2].Br.CC(O)=O.C(N(CC)CC)C.[F:54][C:55]([F:67])([F:66])[C:56]1[CH:61]=[CH:60][C:59]([S:62](Cl)(=[O:64])=[O:63])=[CH:58][CH:57]=1.C(=O)(O)[O-].[Na+]. (4) Given the product [F:16][C:17]([F:30])([F:29])[S:18]([O:15][C:3]1[CH:4]=[CH:5][C:6]2[C:11](=[CH:10][CH:9]=[C:8]([O:12][CH3:13])[C:7]=2[Cl:14])[C:2]=1[Cl:1])(=[O:20])=[O:19], predict the reactants needed to synthesize it. The reactants are: [Cl:1][C:2]1[C:11]2[C:6](=[C:7]([Cl:14])[C:8]([O:12][CH3:13])=[CH:9][CH:10]=2)[CH:5]=[CH:4][C:3]=1[OH:15].[F:16][C:17]([F:30])([F:29])[S:18](O[S:18]([C:17]([F:30])([F:29])[F:16])(=[O:20])=[O:19])(=[O:20])=[O:19]. (5) Given the product [Br:12][C:13]1[CH:14]=[C:15]([C:19]2[CH2:20][C:21](=[O:22])[NH:11][C:6]3[CH:5]=[C:4]([N+:1]([O-:3])=[O:2])[CH:9]=[CH:8][C:7]=3[N:10]=2)[CH:16]=[CH:17][CH:18]=1, predict the reactants needed to synthesize it. The reactants are: [N+:1]([C:4]1[CH:5]=[C:6]([NH2:11])[C:7]([NH2:10])=[CH:8][CH:9]=1)([O-:3])=[O:2].[Br:12][C:13]1[CH:14]=[C:15]([C:19](=O)[CH2:20][C:21](OCC)=[O:22])[CH:16]=[CH:17][CH:18]=1.